Dataset: Retrosynthesis with 50K atom-mapped reactions and 10 reaction types from USPTO. Task: Predict the reactants needed to synthesize the given product. Given the product COC(=O)[C@@H]1C[C@H](NC(=O)c2nn(C(C)C)c3ccccc23)CN1C(=O)OC(C)(C)C, predict the reactants needed to synthesize it. The reactants are: CC(C)n1nc(C(=O)O)c2ccccc21.COC(=O)[C@@H]1C[C@H](N)CN1C(=O)OC(C)(C)C.